From a dataset of Peptide-MHC class II binding affinity with 134,281 pairs from IEDB. Regression. Given a peptide amino acid sequence and an MHC pseudo amino acid sequence, predict their binding affinity value. This is MHC class II binding data. (1) The peptide sequence is QGARGQPGVMGFP. The MHC is DRB1_0401 with pseudo-sequence DRB1_0401. The binding affinity (normalized) is 0.280. (2) The peptide sequence is YEEFCDAVYENDKLK. The MHC is DRB1_0701 with pseudo-sequence DRB1_0701. The binding affinity (normalized) is 0.125. (3) The peptide sequence is EKKYFAATQFEPLAA. The MHC is H-2-IAs with pseudo-sequence H-2-IAs. The binding affinity (normalized) is 0.590. (4) The peptide sequence is QYIKANSKFIGITE. The MHC is HLA-DPA10301-DPB10402 with pseudo-sequence HLA-DPA10301-DPB10402. The binding affinity (normalized) is 0.159. (5) The peptide sequence is LMMLVSVAGRV. The MHC is HLA-DQA10102-DQB10501 with pseudo-sequence HLA-DQA10102-DQB10501. The binding affinity (normalized) is 0.778. (6) The peptide sequence is NMLVLTHGLASVVVH. The MHC is DRB1_0101 with pseudo-sequence DRB1_0101. The binding affinity (normalized) is 0.765. (7) The peptide sequence is MFISDTPGERNPYEN. The MHC is DRB1_0401 with pseudo-sequence DRB1_0401. The binding affinity (normalized) is 0.347.